Dataset: Forward reaction prediction with 1.9M reactions from USPTO patents (1976-2016). Task: Predict the product of the given reaction. Given the reactants C[O:2][C:3]1[C:8]2[NH:9][C:10]([CH2:12][C:13]3[S:14][CH:15]=[CH:16][CH:17]=3)=[N:11][C:7]=2[C:6]([C:18]([O:20]C)=[O:19])=[CH:5][CH:4]=1.B(Br)(Br)Br, predict the reaction product. The product is: [OH:2][C:3]1[C:8]2[NH:9][C:10]([CH2:12][C:13]3[S:14][CH:15]=[CH:16][CH:17]=3)=[N:11][C:7]=2[C:6]([C:18]([OH:20])=[O:19])=[CH:5][CH:4]=1.